Dataset: TCR-epitope binding with 47,182 pairs between 192 epitopes and 23,139 TCRs. Task: Binary Classification. Given a T-cell receptor sequence (or CDR3 region) and an epitope sequence, predict whether binding occurs between them. (1) The epitope is TLIGDCATV. The TCR CDR3 sequence is CASRDRGDTQYF. Result: 1 (the TCR binds to the epitope). (2) The epitope is HTTDPSFLGRY. The TCR CDR3 sequence is CASNPGGSNQPQHF. Result: 1 (the TCR binds to the epitope). (3) The epitope is LLWNGPMAV. The TCR CDR3 sequence is CASSQSGAQETQYF. Result: 0 (the TCR does not bind to the epitope). (4) The epitope is MPASWVMRI. The TCR CDR3 sequence is CASSPPNYGYTF. Result: 1 (the TCR binds to the epitope). (5) The epitope is GVAMPNLYK. The TCR CDR3 sequence is CASSGRQGISNQPQHF. Result: 0 (the TCR does not bind to the epitope). (6) The epitope is ELAGIGILTV. The TCR CDR3 sequence is CASSPRTQETQYF. Result: 1 (the TCR binds to the epitope). (7) The epitope is GTSGSPIIDK. The TCR CDR3 sequence is CASIRTGSSPLHF. Result: 0 (the TCR does not bind to the epitope). (8) The epitope is KLMNIQQKL. The TCR CDR3 sequence is CASSLERSRRPYEAFF. Result: 0 (the TCR does not bind to the epitope). (9) The epitope is NLNESLIDL. The TCR CDR3 sequence is CASLPQGSYEQYF. Result: 1 (the TCR binds to the epitope). (10) Result: 0 (the TCR does not bind to the epitope). The TCR CDR3 sequence is CASSYSGQKFGYTF. The epitope is SEVGPEHSLAEY.